From a dataset of Reaction yield outcomes from USPTO patents with 853,638 reactions. Predict the reaction yield, written as a fraction of the theoretical maximum amount of product (1.0 means a 100% yield; for example, 0.34 means a 34% yield). (1) The reactants are [NH:1]1[C:9]2[C:4](=[CH:5][CH:6]=[CH:7][C:8]=2[C:10]([O:12][CH3:13])=[O:11])[CH:3]=[CH:2]1.[H-].[Na+].[I-].[K+].Br[CH2:19][CH:20]([O:23][CH3:24])[O:21][CH3:22]. The catalyst is CN(C=O)C. The product is [CH3:22][O:21][CH:20]([O:23][CH3:24])[CH2:19][N:1]1[C:9]2[C:4](=[CH:5][CH:6]=[CH:7][C:8]=2[C:10]([O:12][CH3:13])=[O:11])[CH:3]=[CH:2]1. The yield is 0.590. (2) The reactants are FC(F)(F)S(O[C:7]1[CH:24]=[CH:23][C:10]2[CH2:11][CH2:12][N:13]([C:16]([O:18][C:19]([CH3:22])([CH3:21])[CH3:20])=[O:17])[CH2:14][CH2:15][C:9]=2[CH:8]=1)(=O)=O.[CH3:27][C:28]1([CH3:44])[C:32]([CH3:34])([CH3:33])[O:31][B:30]([B:30]2[O:31][C:32]([CH3:34])([CH3:33])[C:28]([CH3:44])([CH3:27])[O:29]2)[O:29]1.C([O-])(=O)C.[K+]. The catalyst is O1CCOCC1.CCOC(C)=O.O.[Cl-].[Na+].O.C1C=CC(P(C2C=CC=CC=2)[C-]2C=CC=C2)=CC=1.C1C=CC(P(C2C=CC=CC=2)[C-]2C=CC=C2)=CC=1.Cl[Pd]Cl.[Fe+2].C1(P(C2C=CC=CC=2)[C-]2C=CC=C2)C=CC=CC=1.[C-]1(P(C2C=CC=CC=2)C2C=CC=CC=2)C=CC=C1.[Fe+2]. The product is [CH3:27][C:28]1([CH3:44])[C:32]([CH3:34])([CH3:33])[O:31][B:30]([C:7]2[CH:24]=[CH:23][C:10]3[CH2:11][CH2:12][N:13]([C:16]([O:18][C:19]([CH3:22])([CH3:21])[CH3:20])=[O:17])[CH2:14][CH2:15][C:9]=3[CH:8]=2)[O:29]1. The yield is 0.220. (3) The reactants are [CH2:1]([C:3]1[N:7]([C:8]2[N:16]=[C:15]3[C:11]([N:12]=[CH:13][N:14]3[CH3:17])=[C:10]([N:18]3[CH2:23][CH2:22][O:21][CH2:20][CH2:19]3)[N:9]=2)[C:6]2[CH:24]=[CH:25][CH:26]=[CH:27][C:5]=2[N:4]=1)[CH3:2].CN(CCN(C)C)C.[Li]CCCC.[C:41]([O:45][C:46]([N:48]1[CH2:53][CH2:52][CH:51]([C:54](=[O:59])NCOC)[CH2:50][CH2:49]1)=[O:47])([CH3:44])([CH3:43])[CH3:42]. The catalyst is C1COCC1. The product is [C:41]([O:45][C:46]([N:48]1[CH2:53][CH2:52][CH:51]([C:54]([C:13]2[N:14]([CH3:17])[C:15]3[C:11]([N:12]=2)=[C:10]([N:18]2[CH2:23][CH2:22][O:21][CH2:20][CH2:19]2)[N:9]=[C:8]([N:7]2[C:6]4[CH:24]=[CH:25][CH:26]=[CH:27][C:5]=4[N:4]=[C:3]2[CH2:1][CH3:2])[N:16]=3)=[O:59])[CH2:50][CH2:49]1)=[O:47])([CH3:44])([CH3:43])[CH3:42]. The yield is 0.960. (4) The reactants are [NH:1]1[CH2:6][CH2:5][CH:4]([C:7]2[C:16]3[C:11](=[CH:12][CH:13]=[CH:14][CH:15]=3)[N:10]=[CH:9][CH:8]=2)[CH2:3][CH2:2]1.[N+](C1C=CC([O:26][C:27](=O)[NH:28][C:29]2[CH:34]=[CH:33][C:32]([CH:35]([CH3:37])[CH3:36])=[CH:31][CH:30]=2)=CC=1)([O-])=O.CCN(C(C)C)C(C)C.C([O-])([O-])=O.[K+].[K+]. The catalyst is CS(C)=O. The product is [CH:35]([C:32]1[CH:33]=[CH:34][C:29]([NH:28][C:27]([N:1]2[CH2:2][CH2:3][CH:4]([C:7]3[C:16]4[C:11](=[CH:12][CH:13]=[CH:14][CH:15]=4)[N:10]=[CH:9][CH:8]=3)[CH2:5][CH2:6]2)=[O:26])=[CH:30][CH:31]=1)([CH3:37])[CH3:36]. The yield is 0.320. (5) The reactants are Cl.[C:2]([C:6]1[CH:10]=[C:9]([CH2:11][NH2:12])[N:8]([C:13]2[CH:18]=[CH:17][CH:16]=[C:15]([Cl:19])[CH:14]=2)[N:7]=1)([CH3:5])([CH3:4])[CH3:3].[F:20][C:21]1[CH:22]=[C:23]([NH:31][C:32](=O)[O:33]C2C=CC=CC=2)[CH:24]=[CH:25][C:26]=1[C:27]1([OH:30])[CH2:29][CH2:28]1. The catalyst is CC#N. The product is [C:2]([C:6]1[CH:10]=[C:9]([CH2:11][NH:12][C:32]([NH:31][C:23]2[CH:24]=[CH:25][C:26]([C:27]3([OH:30])[CH2:28][CH2:29]3)=[C:21]([F:20])[CH:22]=2)=[O:33])[N:8]([C:13]2[CH:18]=[CH:17][CH:16]=[C:15]([Cl:19])[CH:14]=2)[N:7]=1)([CH3:5])([CH3:3])[CH3:4]. The yield is 0.650. (6) The reactants are [NH2:1][CH2:2][C@@H:3]1[CH2:8][CH2:7][C@H:6]([CH3:9])[CH2:5][N:4]1C(OC(C)(C)C)=O.[F:17][C:18]([F:29])([F:28])[C:19](O[C:19](=[O:20])[C:18]([F:29])([F:28])[F:17])=[O:20].C(O)(C(F)(F)F)=O. The catalyst is C(Cl)Cl. The product is [F:17][C:18]([F:29])([F:28])[C:19]([NH:1][CH2:2][C@@H:3]1[CH2:8][CH2:7][C@H:6]([CH3:9])[CH2:5][NH:4]1)=[O:20]. The yield is 0.760.